Dataset: TCR-epitope binding with 47,182 pairs between 192 epitopes and 23,139 TCRs. Task: Binary Classification. Given a T-cell receptor sequence (or CDR3 region) and an epitope sequence, predict whether binding occurs between them. The epitope is TLDSKTQSL. The TCR CDR3 sequence is CASNELASGTDTQYF. Result: 0 (the TCR does not bind to the epitope).